From a dataset of Full USPTO retrosynthesis dataset with 1.9M reactions from patents (1976-2016). Predict the reactants needed to synthesize the given product. Given the product [CH2:1]([N:19]1[C:15]([C:9]2[CH:14]=[CH:13][CH:12]=[CH:11][CH:10]=2)=[CH:16][C:17]([C:20]([O:22][CH2:23][CH3:24])=[O:21])=[N:18]1)[C:2]1[CH:7]=[CH:6][CH:5]=[CH:4][CH:3]=1, predict the reactants needed to synthesize it. The reactants are: [CH2:1](Br)[C:2]1[CH:7]=[CH:6][CH:5]=[CH:4][CH:3]=1.[C:9]1([C:15]2[NH:19][N:18]=[C:17]([C:20]([O:22][CH2:23][CH3:24])=[O:21])[CH:16]=2)[CH:14]=[CH:13][CH:12]=[CH:11][CH:10]=1.C(=O)([O-])[O-].[K+].[K+].